Predict the product of the given reaction. From a dataset of Forward reaction prediction with 1.9M reactions from USPTO patents (1976-2016). (1) Given the reactants [CH3:1][NH:2][C:3]1[CH:8]=[CH:7][CH:6]=[CH:5][N:4]=1.C1(C)C=CC=CC=1.[CH2:16]([O:23][C:24]1[C:25]([CH3:33])=[N:26][C:27](Br)=[C:28]([CH3:31])[C:29]=1[CH3:30])[C:17]1[CH:22]=[CH:21][CH:20]=[CH:19][CH:18]=1.CC([O-])(C)C.[Na+], predict the reaction product. The product is: [CH2:16]([O:23][C:24]1[C:29]([CH3:30])=[C:28]([CH3:31])[C:27]([N:2]([CH3:1])[C:3]2[CH:8]=[CH:7][CH:6]=[CH:5][N:4]=2)=[N:26][C:25]=1[CH3:33])[C:17]1[CH:22]=[CH:21][CH:20]=[CH:19][CH:18]=1. (2) Given the reactants [CH3:1][O:2][C:3]([CH:5]1[CH2:10][CH2:9][N:8]([CH2:11][C:12]([OH:14])=O)[CH2:7][CH2:6]1)=[O:4].[NH2:15][CH2:16][C:17]1[NH:18][C:19](=[O:27])[C:20]2[CH2:26][O:25][CH2:24][CH2:23][C:21]=2[N:22]=1, predict the reaction product. The product is: [O:14]=[C:12]([NH:15][CH2:16][C:17]1[NH:18][C:19](=[O:27])[C:20]2[CH2:26][O:25][CH2:24][CH2:23][C:21]=2[N:22]=1)[CH2:11][N:8]1[CH2:7][CH2:6][CH:5]([C:3]([O:2][CH3:1])=[O:4])[CH2:10][CH2:9]1. (3) Given the reactants [CH3:1][NH:2][C:3]1[CH:8]=[CH:7][C:6]([C:9]([F:12])([F:11])[F:10])=[CH:5][N:4]=1.[CH2:13]([S:15][C:16]1[C:17]([C:26]([OH:28])=O)=[N:18][CH:19]=[C:20]([C:22]([F:25])([F:24])[F:23])[CH:21]=1)[CH3:14].CCN=C=NCCCN(C)C.Cl.C1C=CC2N(O)N=NC=2C=1.C(=O)(O)[O-].[Na+], predict the reaction product. The product is: [CH2:13]([S:15][C:16]1[C:17]([C:26]([N:2]([CH3:1])[C:3]2[CH:8]=[CH:7][C:6]([C:9]([F:11])([F:10])[F:12])=[CH:5][N:4]=2)=[O:28])=[N:18][CH:19]=[C:20]([C:22]([F:23])([F:24])[F:25])[CH:21]=1)[CH3:14]. (4) Given the reactants C(O[C:6]([N:8]1[CH2:12][C:11](=[N:13][O:14][CH3:15])[CH2:10][C@H:9]1[C:16]([OH:18])=O)=[O:7])(C)(C)C.[O:19]([C:26]1[CH:34]=[CH:33][C:29](C(Cl)=O)=[CH:28][CH:27]=1)[C:20]1[CH:25]=[CH:24][CH:23]=[CH:22][CH:21]=1.[CH2:35]([N:37]1[C:49]2[CH:48]=[CH:47][C:46]([NH2:50])=[CH:45][C:44]=2[C:43]2[C:38]1=[CH:39][CH:40]=[CH:41][CH:42]=2)[CH3:36], predict the reaction product. The product is: [CH2:35]([N:37]1[C:49]2[CH:48]=[CH:47][C:46]([NH:50][C:16]([C@@H:9]3[CH2:10][C:11](=[N:13][O:14][CH3:15])[CH2:12][N:8]3[C:6](=[O:7])[C:29]3[CH:28]=[CH:27][C:26]([O:19][C:20]4[CH:21]=[CH:22][CH:23]=[CH:24][CH:25]=4)=[CH:34][CH:33]=3)=[O:18])=[CH:45][C:44]=2[C:43]2[C:38]1=[CH:39][CH:40]=[CH:41][CH:42]=2)[CH3:36]. (5) Given the reactants [CH2:1]([N:8]1[C:12]2[CH:13]=[CH:14][C:15](Br)=[CH:16][C:11]=2[O:10][C:9]1=[O:18])[C:2]1[CH:7]=[CH:6][CH:5]=[CH:4][CH:3]=1.[NH2:19][C:20]1[CH:32]=[CH:31][C:30]([Cl:33])=[CH:29][C:21]=1[C:22]([O:24][C:25]([CH3:28])([CH3:27])[CH3:26])=[O:23].C(=O)([O-])[O-].[Cs+].[Cs+].C1(C)C=CC=CC=1, predict the reaction product. The product is: [CH2:1]([N:8]1[C:12]2[CH:13]=[CH:14][C:15]([NH:19][C:20]3[CH:32]=[CH:31][C:30]([Cl:33])=[CH:29][C:21]=3[C:22]([O:24][C:25]([CH3:28])([CH3:26])[CH3:27])=[O:23])=[CH:16][C:11]=2[O:10][C:9]1=[O:18])[C:2]1[CH:7]=[CH:6][CH:5]=[CH:4][CH:3]=1.